From a dataset of Peptide-MHC class II binding affinity with 134,281 pairs from IEDB. Regression. Given a peptide amino acid sequence and an MHC pseudo amino acid sequence, predict their binding affinity value. This is MHC class II binding data. (1) The peptide sequence is YEGLSYRSLQPEEFA. The MHC is DRB1_0101 with pseudo-sequence DRB1_0101. The binding affinity (normalized) is 0.521. (2) The peptide sequence is YLGFVQDAATYAVTT. The MHC is DRB1_0101 with pseudo-sequence DRB1_0101. The binding affinity (normalized) is 0.595. (3) The peptide sequence is QAMASTEGNVTGMFA. The MHC is DRB3_0202 with pseudo-sequence DRB3_0202. The binding affinity (normalized) is 0.